From a dataset of Catalyst prediction with 721,799 reactions and 888 catalyst types from USPTO. Predict which catalyst facilitates the given reaction. Reactant: [CH3:1][N:2]1[C:6]2[CH:7]=[C:8]([O:21][C:22]3[CH:27]=[CH:26][CH:25]=[C:24]([O:28][CH2:29][C:30]4([CH3:33])[CH2:32][O:31]4)[CH:23]=3)[C:9]([NH:11][S:12]([C:15]3[N:16]=[CH:17][N:18]([CH3:20])[CH:19]=3)(=[O:14])=[O:13])=[CH:10][C:5]=2[N:4]([CH3:34])[C:3]1=[O:35].[CH3:36][NH2:37]. Product: [OH:31][C:30]([CH3:33])([CH2:32][NH:37][CH3:36])[CH2:29][O:28][C:24]1[CH:23]=[C:22]([CH:27]=[CH:26][CH:25]=1)[O:21][C:8]1[C:9]([NH:11][S:12]([C:15]2[N:16]=[CH:17][N:18]([CH3:20])[CH:19]=2)(=[O:13])=[O:14])=[CH:10][C:5]2[N:4]([CH3:34])[C:3](=[O:35])[N:2]([CH3:1])[C:6]=2[CH:7]=1. The catalyst class is: 5.